Dataset: Forward reaction prediction with 1.9M reactions from USPTO patents (1976-2016). Task: Predict the product of the given reaction. Given the reactants [Br:1][C:2]1[CH:7]=[C:6]([O:8][CH3:9])[CH:5]=[C:4]([Cl:10])[CH:3]=1.[Cl:11]N1C(=O)N(Cl)C(=O)N(Cl)C1=O.CCCCCCC, predict the reaction product. The product is: [Br:1][C:2]1[CH:7]=[C:6]([O:8][CH3:9])[CH:5]=[C:4]([Cl:10])[C:3]=1[Cl:11].